Dataset: Catalyst prediction with 721,799 reactions and 888 catalyst types from USPTO. Task: Predict which catalyst facilitates the given reaction. (1) Reactant: [CH2:1]=[CH:2][C:3]1[CH2:23][S:22][C@@H:6]2[C@H:7]([NH:10][C:11](/[C:13](/[C:16]3[N:20]=[C:19]([NH2:21])[S:18][CH:17]=3)=[N:14]\[OH:15])=[O:12])[C:8](=[O:9])[N:5]2[C:4]=1[C:24]([OH:26])=[O:25].C([O-])(=[O:29])C.[K+:31]. Product: [OH2:9].[OH2:29].[NH2:21][C:19]1[S:18][CH:17]=[C:16](/[C:13](=[N:14]/[OH:15])/[C:11]([NH:10][CH:7]2[C:8](=[O:9])[N:5]3[C:4]([C:24]([O-:26])=[O:25])=[C:3]([CH:2]=[CH2:1])[CH2:23][S:22][C@H:6]23)=[O:12])[N:20]=1.[K+:31]. The catalyst class is: 657. (2) Reactant: [CH2:1]([C:3]1[C:11]2[C:6](=[CH:7][CH:8]=[CH:9][C:10]=2[NH:12][C:13]([C:15]2[N:19]3[CH:20]=[CH:21][C:22]([C:24]4[N:28]5[CH2:29][CH2:30][NH:31][CH2:32][C:27]5=[N:26][CH:25]=4)=[CH:23][C:18]3=[N:17][CH:16]=2)=[O:14])[N:5]([CH2:33][C:34]2[CH:39]=[CH:38][CH:37]=[C:36]([CH3:40])[N:35]=2)[N:4]=1)[CH3:2].[BH-](OC(C)=O)(OC(C)=O)O[C:43](C)=O.[Na+].C=O. Product: [CH2:1]([C:3]1[C:11]2[C:6](=[CH:7][CH:8]=[CH:9][C:10]=2[NH:12][C:13]([C:15]2[N:19]3[CH:20]=[CH:21][C:22]([C:24]4[N:28]5[CH2:29][CH2:30][N:31]([CH3:43])[CH2:32][C:27]5=[N:26][CH:25]=4)=[CH:23][C:18]3=[N:17][CH:16]=2)=[O:14])[N:5]([CH2:33][C:34]2[CH:39]=[CH:38][CH:37]=[C:36]([CH3:40])[N:35]=2)[N:4]=1)[CH3:2]. The catalyst class is: 5. (3) Reactant: C(O[C:4]([C:6]1[N:11]=[C:10]([C:12]2[CH:17]=[CH:16][C:15]([C:18]#[N:19])=[CH:14][CH:13]=2)[C:9]2[N:20]=[C:21]([C:23]3[CH:28]=[CH:27][CH:26]=[CH:25][CH:24]=3)[S:22][C:8]=2[C:7]=1[OH:29])=[O:5])C.[NH2:30][CH2:31][C:32]([OH:34])=[O:33]. Product: [C:18]([C:15]1[CH:16]=[CH:17][C:12]([C:10]2[C:9]3[N:20]=[C:21]([C:23]4[CH:28]=[CH:27][CH:26]=[CH:25][CH:24]=4)[S:22][C:8]=3[C:7]([OH:29])=[C:6]([C:4]([NH:30][CH2:31][C:32]([OH:34])=[O:33])=[O:5])[N:11]=2)=[CH:13][CH:14]=1)#[N:19]. The catalyst class is: 779. (4) Reactant: C(OC([N:8]1[CH2:13][CH2:12][CH:11]([C:14]2[CH:19]=[CH:18][C:17]([NH:20][C:21]3[N:26]=[C:25]([C:27]4[CH:32]=[CH:31][C:30]([O:33][C@H:34]5[CH2:39][CH2:38][CH2:37][CH2:36][C@H:35]5[F:40])=[C:29]([C:41]#[N:42])[CH:28]=4)[N:24]=[CH:23][N:22]=3)=[CH:16][CH:15]=2)[CH2:10][CH2:9]1)=O)(C)(C)C.[F:40][C@@H:35]1[CH2:36][CH2:37][CH2:38][CH2:39][C@@H:34]1[O:33][C:30]1[CH:31]=[CH:32][C:27]([C:25]2[N:26]=[C:21]([NH:20][C:17]3[CH:16]=[CH:15][C:14]([CH:11]4[CH2:12][CH2:13][NH:8][CH2:9][CH2:10]4)=[CH:19][CH:18]=3)[N:22]=[CH:23][N:24]=2)=[CH:28][C:29]=1[C:41]#[N:42].FC(F)(F)C(O)=O. Product: [F:40][C@@H:35]1[CH2:36][CH2:37][CH2:38][CH2:39][C@@H:34]1[O:33][C:30]1[CH:31]=[CH:32][C:27]([C:25]2[N:26]=[C:21]([NH:20][C:17]3[CH:16]=[CH:15][C:14]([CH:11]4[CH2:12][CH2:13][NH:8][CH2:9][CH2:10]4)=[CH:19][CH:18]=3)[N:22]=[CH:23][N:24]=2)=[CH:28][C:29]=1[C:41]#[N:42]. The catalyst class is: 4. (5) Reactant: [C:1]([O:9][C@@H:10]1[C@@H:15]([O:16][C:17](=[O:24])[C:18]2[CH:23]=[CH:22][CH:21]=[CH:20][CH:19]=2)[C@H:14]([O:25][C:26](=[O:33])[C:27]2[CH:32]=[CH:31][CH:30]=[CH:29][CH:28]=2)[C@@H:13]([CH2:34][O:35][C:36](=[O:43])[C:37]2[CH:42]=[CH:41][CH:40]=[CH:39][CH:38]=2)[O:12][C@@H:11]1[O:44][C@@H:45]1[C@@H:50]([CH2:51][O:52][C:53](=[O:60])[C:54]2[CH:59]=[CH:58][CH:57]=[CH:56][CH:55]=2)[O:49][C@H:48]([O:61][C@@H:62]2[C@@H:67]([CH2:68][O:69][C:70](=[O:77])[C:71]3[CH:76]=[CH:75][CH:74]=[CH:73][CH:72]=3)[O:66][C@H:65]([O:78][C@@H:79]3[C@@H:84]([CH2:85][O:86][C:87](=[O:94])[C:88]4[CH:93]=[CH:92][CH:91]=[CH:90][CH:89]=4)[O:83][C@@H:82]([N:95]=[N+]=[N-])[C@H:81]([O:98][C:99](=[O:106])[C:100]4[CH:105]=[CH:104][CH:103]=[CH:102][CH:101]=4)[C@H:80]3[O:107][C:108](=[O:115])[C:109]3[CH:114]=[CH:113][CH:112]=[CH:111][CH:110]=3)[C@H:64]([O:116][C:117](=[O:124])[C:118]3[CH:123]=[CH:122][CH:121]=[CH:120][CH:119]=3)[C@H:63]2[O:125][C:126](=[O:133])[C:127]2[CH:132]=[CH:131][CH:130]=[CH:129][CH:128]=2)[C@H:47]([O:134][C:135](=[O:142])[C:136]2[CH:141]=[CH:140][CH:139]=[CH:138][CH:137]=2)[C@H:46]1[O:143][C:144](=[O:151])[C:145]1[CH:150]=[CH:149][CH:148]=[CH:147][CH:146]=1)(=[O:8])[C:2]1[CH:7]=[CH:6][CH:5]=[CH:4][CH:3]=1.C1(C)C=CC=CC=1. Product: [C:1]([O:9][C@@H:10]1[C@@H:15]([O:16][C:17](=[O:24])[C:18]2[CH:23]=[CH:22][CH:21]=[CH:20][CH:19]=2)[C@H:14]([O:25][C:26](=[O:33])[C:27]2[CH:28]=[CH:29][CH:30]=[CH:31][CH:32]=2)[C@@H:13]([CH2:34][O:35][C:36](=[O:43])[C:37]2[CH:38]=[CH:39][CH:40]=[CH:41][CH:42]=2)[O:12][C@@H:11]1[O:44][C@@H:45]1[C@@H:50]([CH2:51][O:52][C:53](=[O:60])[C:54]2[CH:55]=[CH:56][CH:57]=[CH:58][CH:59]=2)[O:49][C@H:48]([O:61][C@@H:62]2[C@@H:67]([CH2:68][O:69][C:70](=[O:77])[C:71]3[CH:76]=[CH:75][CH:74]=[CH:73][CH:72]=3)[O:66][C@H:65]([O:78][C@@H:79]3[C@@H:84]([CH2:85][O:86][C:87](=[O:94])[C:88]4[CH:93]=[CH:92][CH:91]=[CH:90][CH:89]=4)[O:83][C@@H:82]([NH2:95])[C@H:81]([O:98][C:99](=[O:106])[C:100]4[CH:101]=[CH:102][CH:103]=[CH:104][CH:105]=4)[C@H:80]3[O:107][C:108](=[O:115])[C:109]3[CH:110]=[CH:111][CH:112]=[CH:113][CH:114]=3)[C@H:64]([O:116][C:117](=[O:124])[C:118]3[CH:123]=[CH:122][CH:121]=[CH:120][CH:119]=3)[C@H:63]2[O:125][C:126](=[O:133])[C:127]2[CH:132]=[CH:131][CH:130]=[CH:129][CH:128]=2)[C@H:47]([O:134][C:135](=[O:142])[C:136]2[CH:141]=[CH:140][CH:139]=[CH:138][CH:137]=2)[C@H:46]1[O:143][C:144](=[O:151])[C:145]1[CH:150]=[CH:149][CH:148]=[CH:147][CH:146]=1)(=[O:8])[C:2]1[CH:7]=[CH:6][CH:5]=[CH:4][CH:3]=1. The catalyst class is: 99. (6) Reactant: C(Cl)(=O)C(Cl)=O.[C:7]([CH2:9][C:10]1[CH:31]=[CH:30][C:13]([CH2:14][C:15]2([CH2:28][OH:29])[CH2:20][CH2:19][N:18]([C:21]([O:23][C:24]([CH3:27])([CH3:26])[CH3:25])=[O:22])[CH2:17][CH2:16]2)=[CH:12][CH:11]=1)#[N:8].C(N(CC)C(C)C)(C)C.Cl. Product: [C:7]([CH2:9][C:10]1[CH:11]=[CH:12][C:13]([CH2:14][C:15]2([CH:28]=[O:29])[CH2:16][CH2:17][N:18]([C:21]([O:23][C:24]([CH3:25])([CH3:26])[CH3:27])=[O:22])[CH2:19][CH2:20]2)=[CH:30][CH:31]=1)#[N:8]. The catalyst class is: 583.